From a dataset of CYP2C9 inhibition data for predicting drug metabolism from PubChem BioAssay. Regression/Classification. Given a drug SMILES string, predict its absorption, distribution, metabolism, or excretion properties. Task type varies by dataset: regression for continuous measurements (e.g., permeability, clearance, half-life) or binary classification for categorical outcomes (e.g., BBB penetration, CYP inhibition). Dataset: cyp2c9_veith. (1) The drug is COc1cc2nc(N3CCN(C(=O)[C@@H]4COc5ccccc5O4)CC3)nc(N)c2cc1OC.CS(=O)(=O)O. The result is 0 (non-inhibitor). (2) The drug is CCOC(=O)C1=C(N)n2c(s/c(=C\c3ccco3)c2=O)=C(C(=O)OCC)C1c1ccco1. The result is 1 (inhibitor). (3) The drug is Cc1nc2ccccc2c(=O)n1NC(=O)c1ccccc1Cl. The result is 1 (inhibitor).